Dataset: Forward reaction prediction with 1.9M reactions from USPTO patents (1976-2016). Task: Predict the product of the given reaction. (1) Given the reactants C(Cl)(=O)C(Cl)=O.[C:7]([O:10][C:11]1[C:19]([Cl:20])=[CH:18][C:17]([Cl:21])=[CH:16][C:12]=1[C:13](Cl)=[O:14])(=[O:9])[CH3:8].Cl.C([O:25][C:26](=[O:36])[C@H:27]([CH2:29][C:30]1[CH:35]=[CH:34][CH:33]=[CH:32][CH:31]=1)[NH2:28])C, predict the reaction product. The product is: [C:7]([O:10][C:11]1[C:19]([Cl:20])=[CH:18][C:17]([Cl:21])=[CH:16][C:12]=1[C:13]([NH:28][C@H:27]([C:26]([OH:36])=[O:25])[CH2:29][C:30]1[CH:35]=[CH:34][CH:33]=[CH:32][CH:31]=1)=[O:14])(=[O:9])[CH3:8]. (2) Given the reactants [F:1][CH:2]([F:25])[C:3]1[N:8]2[N:9]=[CH:10][C:11]([C:12]([OH:14])=O)=[C:7]2[N:6]=[C:5]([C:15]2[CH:20]=[CH:19][C:18]([C:21]([F:24])([F:23])[F:22])=[CH:17][CH:16]=2)[CH:4]=1.O[NH:27][C:28](=[NH:39])[C:29]1[CH:34]=[CH:33][C:32]([S:35](=[O:38])(=[O:37])[NH2:36])=[CH:31][CH:30]=1, predict the reaction product. The product is: [F:25][CH:2]([F:1])[C:3]1[N:8]2[N:9]=[CH:10][C:11]([C:12]3[O:14][N:39]=[C:28]([C:29]4[CH:30]=[CH:31][C:32]([S:35]([NH2:36])(=[O:37])=[O:38])=[CH:33][CH:34]=4)[N:27]=3)=[C:7]2[N:6]=[C:5]([C:15]2[CH:20]=[CH:19][C:18]([C:21]([F:23])([F:24])[F:22])=[CH:17][CH:16]=2)[CH:4]=1. (3) Given the reactants C[O:2][C:3]1[CH:8]=[CH:7][C:6]([S:9]([N:12]([C:31]2[CH:36]=[CH:35][CH:34]=[CH:33][CH:32]=2)[CH:13]2[CH2:18][CH2:17][N:16]([C@@H:19]3[CH2:24][CH2:23][CH2:22][CH2:21][C@@H:20]3[C:25]3[CH:30]=[CH:29][CH:28]=[CH:27][CH:26]=3)[CH2:15][CH2:14]2)(=[O:11])=[O:10])=[CH:5][CH:4]=1.B(Br)(Br)Br, predict the reaction product. The product is: [OH:2][C:3]1[CH:8]=[CH:7][C:6]([S:9]([N:12]([C:31]2[CH:32]=[CH:33][CH:34]=[CH:35][CH:36]=2)[CH:13]2[CH2:14][CH2:15][N:16]([C@@H:19]3[CH2:24][CH2:23][CH2:22][CH2:21][C@@H:20]3[C:25]3[CH:26]=[CH:27][CH:28]=[CH:29][CH:30]=3)[CH2:17][CH2:18]2)(=[O:11])=[O:10])=[CH:5][CH:4]=1. (4) The product is: [F:5][C:6]1[CH:14]=[CH:13][C:9](/[C:10](=[CH:21]/[C:20]2[CH:23]=[C:16]([CH3:15])[CH:17]=[CH:18][C:19]=2[N+:24]([O-:26])=[O:25])/[C:11]#[N:12])=[CH:8][CH:7]=1. Given the reactants [Na].C[O-].[Na+].[F:5][C:6]1[CH:14]=[CH:13][C:9]([CH2:10][C:11]#[N:12])=[CH:8][CH:7]=1.[CH3:15][C:16]1[CH:17]=[CH:18][C:19]([N+:24]([O-:26])=[O:25])=[C:20]([CH:23]=1)[CH:21]=O, predict the reaction product.